This data is from NCI-60 drug combinations with 297,098 pairs across 59 cell lines. The task is: Regression. Given two drug SMILES strings and cell line genomic features, predict the synergy score measuring deviation from expected non-interaction effect. (1) Drug 1: COC1=C(C=C2C(=C1)N=CN=C2NC3=CC(=C(C=C3)F)Cl)OCCCN4CCOCC4. Drug 2: C1=CC(=CC=C1CCC2=CNC3=C2C(=O)NC(=N3)N)C(=O)NC(CCC(=O)O)C(=O)O. Cell line: M14. Synergy scores: CSS=21.5, Synergy_ZIP=-4.70, Synergy_Bliss=-5.40, Synergy_Loewe=-5.60, Synergy_HSA=-1.16. (2) Drug 1: CC12CCC(CC1=CCC3C2CCC4(C3CC=C4C5=CN=CC=C5)C)O. Drug 2: CN(CCCl)CCCl.Cl. Cell line: HCT116. Synergy scores: CSS=29.8, Synergy_ZIP=-7.68, Synergy_Bliss=1.21, Synergy_Loewe=-2.78, Synergy_HSA=0.236.